This data is from Forward reaction prediction with 1.9M reactions from USPTO patents (1976-2016). The task is: Predict the product of the given reaction. (1) Given the reactants [Cl:1][C:2]1[CH:3]=[C:4]2[C:8](=[CH:9][CH:10]=1)[NH:7][CH:6]=[C:5]2[C:11](=O)[C:12]([O:14]CC)=O.Cl.[CH3:19][NH:20][NH2:21].C(O)C, predict the reaction product. The product is: [Cl:1][C:2]1[CH:10]=[CH:9][C:8]2[NH:7][C:12](=[O:14])[C:11]3=[N:21][N:20]([CH3:19])[CH:6]=[C:5]3[C:4]=2[CH:3]=1. (2) Given the reactants Br[CH2:2][CH2:3][C:4]1[C:5](=[O:16])[O:6][C:7]2[C:12]([C:13]=1[CH3:14])=[CH:11][C:10]([OH:15])=[CH:9][CH:8]=2.[NH:17]1[CH2:21][CH2:20][CH2:19][CH2:18]1, predict the reaction product. The product is: [OH:15][C:10]1[CH:11]=[C:12]2[C:7](=[CH:8][CH:9]=1)[O:6][C:5](=[O:16])[C:4]([CH2:3][CH2:2][N:17]1[CH2:21][CH2:20][CH2:19][CH2:18]1)=[C:13]2[CH3:14]. (3) Given the reactants [C:1]([C:4]1[CH:9]=[CH:8][C:7](B(O)O)=[CH:6][CH:5]=1)(=[O:3])[CH3:2].C(=O)([O-])O.[Na+].C1(C)C=CC=CC=1.[C:25]([NH:33][CH:34]1[CH:43]=[CH:42][CH:41]=[CH:40][C:35]1(Br)[C:36]([O:38]C)=[O:37])(=[O:32])[C:26]1[CH:31]=[CH:30][CH:29]=[CH:28][CH:27]=1, predict the reaction product. The product is: [C:1]([C:4]1[CH:9]=[CH:8][C:7]([C:42]2[CH:41]=[CH:40][C:35]([C:36]([OH:38])=[O:37])=[C:34]([NH:33][C:25](=[O:32])[C:26]3[CH:31]=[CH:30][CH:29]=[CH:28][CH:27]=3)[CH:43]=2)=[CH:6][CH:5]=1)(=[O:3])[CH3:2]. (4) The product is: [C:9]([O:8][C:6]([CH:5]1[C:13]2[N:14]=[C:15]([NH:20][CH:21]3[CH2:26][CH2:25][N:24]([CH2:27][CH2:28][O:29][CH3:30])[CH2:23][CH2:22]3)[N:16]=[CH:17][C:18]=2[NH:19][C:4]1=[O:3])=[O:7])([CH3:11])([CH3:10])[CH3:12]. Given the reactants C([O:3][C:4](=O)[CH:5]([C:13]1[C:18]([NH2:19])=[CH:17][N:16]=[C:15]([NH:20][CH:21]2[CH2:26][CH2:25][N:24]([CH2:27][CH2:28][O:29][CH3:30])[CH2:23][CH2:22]2)[N:14]=1)[C:6]([O:8][C:9]([CH3:12])([CH3:11])[CH3:10])=[O:7])C, predict the reaction product. (5) Given the reactants [Li]CCCC.[CH2:6]([C:8]1[O:9][CH:10]=[CH:11][CH:12]=1)[CH3:7].[CH2:13]1[O:15][CH2:14]1.[NH4+].[Cl-], predict the reaction product. The product is: [CH2:6]([C:8]1[O:9][C:10]([CH2:13][CH2:14][OH:15])=[CH:11][CH:12]=1)[CH3:7]. (6) Given the reactants [F:1][C:2]([F:18])([F:17])[C:3]1[O:7][N:6]=[C:5]([NH:8]C(=O)C2C=CC=CC=2)[CH:4]=1.Cl, predict the reaction product. The product is: [F:1][C:2]([F:18])([F:17])[C:3]1[O:7][N:6]=[C:5]([NH2:8])[CH:4]=1. (7) Given the reactants CC[N:3]([CH2:6][CH3:7])[CH2:4][CH3:5].[C:8]([OH:13])(=O)[C:9](O)=O.[CH2:14]([NH:18][NH2:19])[CH2:15][CH2:16][CH3:17].[C:20]1([CH3:26])[CH:25]=[CH:24][CH:23]=[CH:22][CH:21]=1.[OH-].[Na+], predict the reaction product. The product is: [CH2:14]([N:18]1[N:19]=[C:22]([C:21]2[C:5]3[C:4](=[CH:14][CH:15]=[CH:16][CH:17]=3)[NH:3][C:6]=2[CH3:7])[CH:23]2[CH:9]([CH2:26][CH:20]=[CH:25][CH2:24]2)[C:8]1=[O:13])[CH2:15][CH2:16][CH3:17].